Task: Regression/Classification. Given a drug SMILES string, predict its absorption, distribution, metabolism, or excretion properties. Task type varies by dataset: regression for continuous measurements (e.g., permeability, clearance, half-life) or binary classification for categorical outcomes (e.g., BBB penetration, CYP inhibition). Dataset: cyp2d6_substrate_carbonmangels.. Dataset: CYP2D6 substrate classification data from Carbon-Mangels et al. The result is 1 (substrate). The molecule is O=C1NCCN1CCN1CCC(c2cn(-c3ccc(F)cc3)c3ccc(Cl)cc23)CC1.